Dataset: Forward reaction prediction with 1.9M reactions from USPTO patents (1976-2016). Task: Predict the product of the given reaction. (1) The product is: [C:15]1([S:21]([N:10]2[C:7]3=[N:8][CH:9]=[C:4]([CH2:3][O:2][CH3:1])[CH:5]=[C:6]3[CH:12]=[CH:11]2)(=[O:23])=[O:22])[CH:20]=[CH:19][CH:18]=[CH:17][CH:16]=1. Given the reactants [CH3:1][O:2][CH2:3][C:4]1[CH:5]=[C:6]2[CH:12]=[CH:11][NH:10][C:7]2=[N:8][CH:9]=1.[OH-].[Na+].[C:15]1([S:21](Cl)(=[O:23])=[O:22])[CH:20]=[CH:19][CH:18]=[CH:17][CH:16]=1, predict the reaction product. (2) Given the reactants [C:1]([O:5][C:6](=[O:18])[C:7]([S:10][C:11]1[S:12][CH:13]=[C:14]([CH2:16][OH:17])[N:15]=1)([CH3:9])[CH3:8])([CH3:4])([CH3:3])[CH3:2].[Br:19][C:20]1[CH:27]=[CH:26][C:23]([CH2:24]Br)=[CH:22][CH:21]=1.CC(C)([O-])C.[K+].O, predict the reaction product. The product is: [C:1]([O:5][C:6](=[O:18])[C:7]([S:10][C:11]1[S:12][CH:13]=[C:14]([CH2:16][O:17][CH2:24][C:23]2[CH:26]=[CH:27][C:20]([Br:19])=[CH:21][CH:22]=2)[N:15]=1)([CH3:9])[CH3:8])([CH3:2])([CH3:3])[CH3:4]. (3) Given the reactants [Na].[C:2]([C:4]1[CH:9]=[CH:8][C:7]([OH:10])=[CH:6][CH:5]=1)#[N:3].Br[CH2:12][CH2:13][CH2:14][CH2:15]Br, predict the reaction product. The product is: [C:2]([C:4]1[CH:9]=[CH:8][C:7]([O:10][CH2:12][CH2:13][CH2:14][CH2:15][O:10][C:7]2[CH:8]=[CH:9][C:4]([C:2]#[N:3])=[CH:5][CH:6]=2)=[CH:6][CH:5]=1)#[N:3]. (4) Given the reactants Br[C:2]1[CH:3]=[CH:4][CH:5]=[C:6]2[C:10]=1[NH:9][C:8]([C:11]([O:13][CH2:14][CH3:15])=[O:12])=[C:7]2[CH2:16][CH2:17][CH2:18][O:19][C:20]1[CH:25]=[C:24]([CH3:26])[C:23]([Cl:27])=[C:22]([CH3:28])[CH:21]=1.[CH3:29][O:30][C:31]1[CH:36]=[CH:35][N:34]=[CH:33][C:32]=1B(O)O, predict the reaction product. The product is: [Cl:27][C:23]1[C:24]([CH3:26])=[CH:25][C:20]([O:19][CH2:18][CH2:17][CH2:16][C:7]2[C:6]3[C:10](=[C:2]([C:32]4[CH:33]=[N:34][CH:35]=[CH:36][C:31]=4[O:30][CH3:29])[CH:3]=[CH:4][CH:5]=3)[NH:9][C:8]=2[C:11]([O:13][CH2:14][CH3:15])=[O:12])=[CH:21][C:22]=1[CH3:28].